This data is from Peptide-MHC class II binding affinity with 134,281 pairs from IEDB. The task is: Regression. Given a peptide amino acid sequence and an MHC pseudo amino acid sequence, predict their binding affinity value. This is MHC class II binding data. (1) The peptide sequence is GIVTMLSPMLHHWIK. The MHC is DRB1_1301 with pseudo-sequence DRB1_1301. The binding affinity (normalized) is 0.778. (2) The binding affinity (normalized) is 0.191. The MHC is DRB3_0101 with pseudo-sequence DRB3_0101. The peptide sequence is MYRELLELVAADVES. (3) The peptide sequence is ITYGETGGNSPVQEF. The MHC is HLA-DQA10501-DQB10201 with pseudo-sequence HLA-DQA10501-DQB10201. The binding affinity (normalized) is 0.0988. (4) The peptide sequence is AFKVAATAWNAAPAN. The binding affinity (normalized) is 0.854. The MHC is DRB1_1001 with pseudo-sequence DRB1_1001. (5) The peptide sequence is DDVLAILPIEDLKAL. The MHC is HLA-DQA10501-DQB10301 with pseudo-sequence HLA-DQA10501-DQB10301. The binding affinity (normalized) is 0.241. (6) The peptide sequence is YRKFLANVSTVLTGK. The binding affinity (normalized) is 0.915. The MHC is DRB1_1302 with pseudo-sequence DRB1_1302. (7) The peptide sequence is PTLLFLKVPAQNAIST. The MHC is DRB1_0401 with pseudo-sequence DRB1_0401. The binding affinity (normalized) is 0.738. (8) The peptide sequence is TLSYYKLGASQRVGT. The MHC is DRB1_1101 with pseudo-sequence DRB1_1101. The binding affinity (normalized) is 0.348. (9) The peptide sequence is QTKIQYVIRAQLHVG. The MHC is HLA-DQA10201-DQB10301 with pseudo-sequence HLA-DQA10201-DQB10301. The binding affinity (normalized) is 0.445.